Predict the product of the given reaction. From a dataset of Forward reaction prediction with 1.9M reactions from USPTO patents (1976-2016). (1) Given the reactants [CH:1]([C:3]1[CH:23]=[CH:22][C:6]2[NH:7][C:8]([C@@H:10]3[CH2:14][CH2:13][CH2:12][N:11]3[C:15]([O:17][C:18]([CH3:21])([CH3:20])[CH3:19])=[O:16])=[N:9][C:5]=2[CH:4]=1)=O.[F:24][C:25]1[CH:31]=[CH:30][C:28]([NH2:29])=[CH:27][CH:26]=1.CC(O)=O.C([BH3-])#N.[Na+], predict the reaction product. The product is: [F:24][C:25]1[CH:31]=[CH:30][C:28]([NH:29][CH2:1][C:3]2[CH:23]=[CH:22][C:6]3[NH:7][C:8]([C@@H:10]4[CH2:14][CH2:13][CH2:12][N:11]4[C:15]([O:17][C:18]([CH3:21])([CH3:20])[CH3:19])=[O:16])=[N:9][C:5]=3[CH:4]=2)=[CH:27][CH:26]=1. (2) Given the reactants CN(CCN(C)C)C.C([Li])CCC.[Cl:14][C:15]1[CH:16]=[N:17][CH:18]=[CH:19][CH:20]=1.CN([CH:24]=[O:25])C, predict the reaction product. The product is: [Cl:14][C:15]1[C:16]([CH:24]=[O:25])=[N:17][CH:18]=[CH:19][CH:20]=1. (3) Given the reactants Br[C:2]1[CH:7]=[CH:6][C:5]([C:8]([N:10]2[CH2:15][CH2:14][N:13]([C:16]3[C:21]([CH3:22])=[CH:20][C:19]([CH3:23])=[CH:18][N:17]=3)[CH2:12][CH2:11]2)=[O:9])=[C:4]([CH3:24])[CH:3]=1.[CH3:25][C@@H:26]1[CH2:30][O:29][C:28](=[O:31])[NH:27]1, predict the reaction product. The product is: [CH3:22][C:21]1[C:16]([N:13]2[CH2:14][CH2:15][N:10]([C:8]([C:5]3[CH:6]=[CH:7][C:2]([N:27]4[C@H:26]([CH3:25])[CH2:30][O:29][C:28]4=[O:31])=[CH:3][C:4]=3[CH3:24])=[O:9])[CH2:11][CH2:12]2)=[N:17][CH:18]=[C:19]([CH3:23])[CH:20]=1. (4) The product is: [C:22]([NH:21][CH:10]([CH2:11][C:12]1[CH:17]=[CH:16][C:15]([NH2:18])=[C:14]([CH2:19][CH3:20])[CH:13]=1)[C:9]([OH:25])=[O:8])(=[O:24])[CH3:23]. Given the reactants C([O:8][C:9](=[O:25])[C:10]([NH:21][C:22](=[O:24])[CH3:23])=[CH:11][C:12]1[CH:17]=[CH:16][C:15]([NH2:18])=[C:14]([CH2:19][CH3:20])[CH:13]=1)C1C=CC=CC=1, predict the reaction product. (5) Given the reactants [CH3:1][C:2]1([CH:7]([CH2:11][CH3:12])[C:8]([OH:10])=O)[O:6][CH2:5][CH2:4][O:3]1.C(Cl)(=O)C(Cl)=O.N1C=CC=CC=1.[F:25][C:26]1[CH:27]=[C:28]([CH2:32][CH2:33][NH2:34])[CH:29]=[CH:30][CH:31]=1, predict the reaction product. The product is: [F:25][C:26]1[CH:27]=[C:28]([CH2:32][CH2:33][NH:34][C:8](=[O:10])[CH:7]([C:2]2([CH3:1])[O:3][CH2:4][CH2:5][O:6]2)[CH2:11][CH3:12])[CH:29]=[CH:30][CH:31]=1. (6) The product is: [F:1][C:2]1[CH:7]=[CH:6][CH:5]=[CH:4][C:3]=1[C:8]1[N:17]([NH:18][CH2:19][C:20]2[CH:21]=[CH:22][C:23]([C:24]([OH:26])=[O:25])=[CH:28][CH:29]=2)[C:16](=[O:30])[C:15]2[C:10](=[CH:11][CH:12]=[CH:13][CH:14]=2)[N:9]=1. Given the reactants [F:1][C:2]1[CH:7]=[CH:6][CH:5]=[CH:4][C:3]=1[C:8]1[N:17]([NH:18][CH2:19][C:20]2[CH:29]=[CH:28][C:23]([C:24]([O:26]C)=[O:25])=[CH:22][CH:21]=2)[C:16](=[O:30])[C:15]2[C:10](=[CH:11][CH:12]=[CH:13][CH:14]=2)[N:9]=1.FC(F)(F)C(O)=O, predict the reaction product. (7) Given the reactants [C:1]([O:5][C:6]([N:8]1[CH2:13][CH2:12][N:11]([C:14]([C:16]2[C:17]3[C:25](I)=[N:24][N:23]([CH:27]4[CH2:32][CH2:31][CH2:30][CH2:29][O:28]4)[C:18]=3[N:19]=[C:20]([Cl:22])[CH:21]=2)=[O:15])[CH2:10][CH2:9]1)=[O:7])([CH3:4])([CH3:3])[CH3:2].[CH2:33]([Sn](CCCC)(CCCC)C=C)[CH2:34]CC, predict the reaction product. The product is: [C:1]([O:5][C:6]([N:8]1[CH2:13][CH2:12][N:11]([C:14]([C:16]2[C:17]3[C:25]([CH:33]=[CH2:34])=[N:24][N:23]([CH:27]4[CH2:32][CH2:31][CH2:30][CH2:29][O:28]4)[C:18]=3[N:19]=[C:20]([Cl:22])[CH:21]=2)=[O:15])[CH2:10][CH2:9]1)=[O:7])([CH3:4])([CH3:3])[CH3:2].